This data is from Forward reaction prediction with 1.9M reactions from USPTO patents (1976-2016). The task is: Predict the product of the given reaction. (1) The product is: [CH2:32]([O:31][C:29](=[O:30])[CH2:28][CH2:27][C@H:26]1[CH2:39][O:40][C:2]([CH3:3])([CH3:1])[N:25]1[C:23]([O:22][C:18]([CH3:21])([CH3:20])[CH3:19])=[O:24])[C:33]1[CH:34]=[CH:35][CH:36]=[CH:37][CH:38]=1. Given the reactants [CH3:1][C:2]1C=CC(S([O-])(=O)=O)=C[CH:3]=1.C1C=C[NH+]=CC=1.[C:18]([O:22][C:23]([NH:25][C@H:26]([CH2:39][OH:40])[CH2:27][CH2:28][C:29]([O:31][CH2:32][C:33]1[CH:38]=[CH:37][CH:36]=[CH:35][CH:34]=1)=[O:30])=[O:24])([CH3:21])([CH3:20])[CH3:19].COC(C)=C, predict the reaction product. (2) Given the reactants [CH2:1]([C:3]1[C:8]([OH:9])=[CH:7][CH:6]=[C:5]([CH3:10])[N:4]=1)[CH3:2].[H-].[Na+].Br[CH2:14][C:15]([O:17][C:18]([CH3:21])([CH3:20])[CH3:19])=[O:16], predict the reaction product. The product is: [CH2:1]([C:3]1[C:8]([O:9][CH2:14][C:15]([O:17][C:18]([CH3:21])([CH3:20])[CH3:19])=[O:16])=[CH:7][CH:6]=[C:5]([CH3:10])[N:4]=1)[CH3:2]. (3) Given the reactants [O:1]1[C:5]2[CH:6]=[CH:7][C:8]([CH2:10]O)=[CH:9][C:4]=2[CH2:3][CH2:2]1.CS(Cl)(=O)=O.Cl.Cl.[C:19]([O:23][C:24]([N:26]([C@@H:40]1[CH2:44][CH2:43][NH:42][CH2:41]1)[C:27]1[N:32]=[CH:31][C:30](/[CH:33]=[CH:34]/[C:35]([O:37][CH2:38][CH3:39])=[O:36])=[CH:29][CH:28]=1)=[O:25])([CH3:22])([CH3:21])[CH3:20], predict the reaction product. The product is: [C:19]([O:23][C:24]([N:26]([C@@H:40]1[CH2:44][CH2:43][N:42]([CH2:10][C:8]2[CH:7]=[CH:6][C:5]3[O:1][CH2:2][CH2:3][C:4]=3[CH:9]=2)[CH2:41]1)[C:27]1[N:32]=[CH:31][C:30](/[CH:33]=[CH:34]/[C:35]([O:37][CH2:38][CH3:39])=[O:36])=[CH:29][CH:28]=1)=[O:25])([CH3:20])([CH3:21])[CH3:22]. (4) Given the reactants [CH3:1][O:2][C:3]1[CH:8]=[C:7]([CH2:9][CH:10]2[NH:15][CH2:14][CH2:13][N:12]([S:16]([C:19]3[S:20][CH:21]=[CH:22][CH:23]=3)(=[O:18])=[O:17])[CH2:11]2)[CH:6]=[CH:5][N:4]=1.Br[C:25]1[CH:30]=[CH:29][C:28]([C:31]([OH:40])([C:36]([F:39])([F:38])[F:37])[C:32]([F:35])([F:34])[F:33])=[CH:27][CH:26]=1.CC(C)([O-])C.[Na+].C1(C)C=CC=CC=1, predict the reaction product. The product is: [F:33][C:32]([F:34])([F:35])[C:31]([C:28]1[CH:27]=[CH:26][C:25]([N:15]2[CH2:14][CH2:13][N:12]([S:16]([C:19]3[S:20][CH:21]=[CH:22][CH:23]=3)(=[O:18])=[O:17])[CH2:11][CH:10]2[CH2:9][C:7]2[CH:6]=[CH:5][N:4]=[C:3]([O:2][CH3:1])[CH:8]=2)=[CH:30][CH:29]=1)([OH:40])[C:36]([F:37])([F:39])[F:38]. (5) Given the reactants [CH:1]1[C:13]2[CH:12]([CH2:14][O:15][C:16](=[O:26])[NH:17][C:18]([CH3:25])([CH3:24])[CH2:19][S:20](Cl)(=[O:22])=[O:21])[C:11]3[C:6](=[CH:7][CH:8]=[CH:9][CH:10]=3)[C:5]=2[CH:4]=[CH:3][CH:2]=1.[CH:27]([N:30]1[CH2:35][CH2:34][CH:33]([NH2:36])[CH2:32][CH2:31]1)([CH3:29])[CH3:28], predict the reaction product. The product is: [CH:1]1[C:13]2[CH:12]([CH2:14][O:15][C:16](=[O:26])[NH:17][C:18]([CH3:25])([CH3:24])[CH2:19][S:20](=[O:22])(=[O:21])[NH:36][CH:33]3[CH2:34][CH2:35][N:30]([CH:27]([CH3:29])[CH3:28])[CH2:31][CH2:32]3)[C:11]3[C:6](=[CH:7][CH:8]=[CH:9][CH:10]=3)[C:5]=2[CH:4]=[CH:3][CH:2]=1. (6) Given the reactants [C:1]([O:5][C:6]([C@H:8]1[CH2:10][C@H:9]1[CH:11]=[CH:12][C:13]([O:15][CH2:16][CH3:17])=[O:14])=[O:7])([CH3:4])([CH3:3])[CH3:2].[CH3:18]N(C)C(=N)N(C)C.[N+:26]([CH3:29])([O-:28])=[O:27], predict the reaction product. The product is: [C:1]([O:5][C:6]([C@H:8]1[CH2:10][C@H:9]1[CH:11]([CH2:18][CH2:29][N+:26]([O-:28])=[O:27])[CH2:12][C:13]([O:15][CH2:16][CH3:17])=[O:14])=[O:7])([CH3:4])([CH3:3])[CH3:2]. (7) The product is: [C:16]([NH:15][C:13]1[N:14]=[C:9]2[CH:8]=[CH:7][C:6]([O:5][C:4]3[CH:3]=[C:2]([NH:1][C:25]([CH:22]4[CH2:24][CH2:23]4)=[O:26])[CH:21]=[CH:20][CH:19]=3)=[N:11][N:10]2[CH:12]=1)(=[O:18])[CH3:17]. Given the reactants [NH2:1][C:2]1[CH:3]=[C:4]([CH:19]=[CH:20][CH:21]=1)[O:5][C:6]1[CH:7]=[CH:8][C:9]2[N:10]([CH:12]=[C:13]([NH:15][C:16](=[O:18])[CH3:17])[N:14]=2)[N:11]=1.[CH:22]1([C:25](Cl)=[O:26])[CH2:24][CH2:23]1, predict the reaction product. (8) Given the reactants C1CN([P+](ON2N=NC3C=CC=CC2=3)(N2CCCC2)N2CCCC2)CC1.F[P-](F)(F)(F)(F)F.[CH2:34]([O:41][C:42]1[C:43]([C:58](O)=[O:59])=[N:44][CH:45]=[CH:46][C:47]=1[O:48][CH2:49][C:50]1[CH:55]=[CH:54][C:53]([O:56][CH3:57])=[CH:52][CH:51]=1)[C:35]1[CH:40]=[CH:39][CH:38]=[CH:37][CH:36]=1.[F:61][C:62]1[CH:77]=[CH:76][C:65]([CH2:66][NH:67][CH2:68][CH:69]=[CH:70][C:71]([O:73][CH2:74][CH3:75])=[O:72])=[CH:64][CH:63]=1.CCN(CC)CC, predict the reaction product. The product is: [CH2:34]([O:41][C:42]1[C:43]([C:58]([N:67]([CH2:66][C:65]2[CH:64]=[CH:63][C:62]([F:61])=[CH:77][CH:76]=2)[CH2:68]/[CH:69]=[CH:70]/[C:71]([O:73][CH2:74][CH3:75])=[O:72])=[O:59])=[N:44][CH:45]=[CH:46][C:47]=1[O:48][CH2:49][C:50]1[CH:55]=[CH:54][C:53]([O:56][CH3:57])=[CH:52][CH:51]=1)[C:35]1[CH:40]=[CH:39][CH:38]=[CH:37][CH:36]=1. (9) The product is: [CH2:3]([C:7]1[N:12]=[N:11][C:10]([O:13][CH:14]2[CH2:19][CH2:18][N:17]([CH3:37])[CH2:16][CH:15]2[CH2:20][OH:21])=[CH:9][C:8]=1[C:22]1[CH:23]=[CH:24][C:25]([O:28][CH:29]2[CH2:34][CH2:33][CH2:32][CH2:31][CH2:30]2)=[CH:26][CH:27]=1)[CH2:4][CH2:5][CH3:6]. Given the reactants Cl.Cl.[CH2:3]([C:7]1[N:12]=[N:11][C:10]([O:13][CH:14]2[CH2:19][CH2:18][NH:17][CH2:16][CH:15]2[CH2:20][OH:21])=[CH:9][C:8]=1[C:22]1[CH:27]=[CH:26][C:25]([O:28][CH:29]2[CH2:34][CH2:33][CH2:32][CH2:31][CH2:30]2)=[CH:24][CH:23]=1)[CH2:4][CH2:5][CH3:6].C=O.[C:37](O[BH-](OC(=O)C)OC(=O)C)(=O)C.[Na+], predict the reaction product.